From a dataset of Reaction yield outcomes from USPTO patents with 853,638 reactions. Predict the reaction yield, written as a fraction of the theoretical maximum amount of product (1.0 means a 100% yield; for example, 0.34 means a 34% yield). (1) The reactants are [CH:1]1([CH2:4][O:5][NH:6][C:7]([C:9]2[C:24]([NH:25][C:26]3[CH:31]=[CH:30][C:29]([Br:32])=[CH:28][C:27]=3[CH3:33])=[C:23]([F:34])[C:12]3[N:13]=[CH:14][N:15]([CH2:16][CH2:17][CH2:18][CH:19]([OH:22])CO)[C:11]=3[CH:10]=2)=[O:8])[CH2:3][CH2:2]1.C1COCC1.P([O-])([O-])([O-])=O.I([O-])(=O)(=O)=O.[Na+]. The catalyst is C(OCC)(=O)C. The product is [CH:1]1([CH2:4][O:5][NH:6][C:7]([C:9]2[C:24]([NH:25][C:26]3[CH:31]=[CH:30][C:29]([Br:32])=[CH:28][C:27]=3[CH3:33])=[C:23]([F:34])[C:12]3[N:13]=[CH:14][N:15]([CH2:16][CH2:17][CH2:18][CH:19]=[O:22])[C:11]=3[CH:10]=2)=[O:8])[CH2:3][CH2:2]1. The yield is 0.820. (2) The reactants are [C:1]([OH:9])(=O)[C:2]1[CH:7]=[CH:6][N:5]=[CH:4][CH:3]=1.C(N(CC)CC)C.ClC(OCC)=O.[C:23]([NH2:27])([CH3:26])([CH3:25])[CH3:24]. The catalyst is O.ClCCl. The product is [C:23]([NH:27][C:1](=[O:9])[C:2]1[CH:3]=[CH:4][N:5]=[CH:6][CH:7]=1)([CH3:26])([CH3:25])[CH3:24]. The yield is 0.684.